Predict the product of the given reaction. From a dataset of Forward reaction prediction with 1.9M reactions from USPTO patents (1976-2016). (1) Given the reactants FC(F)(F)S([O:6][S:7]([C:10]([F:13])([F:12])[F:11])(=[O:9])=[O:8])(=O)=O.[F:16][C:17]1[CH:18]=[C:19]([CH2:24][C:25]([O:27][CH3:28])=[O:26])[CH:20]=[CH:21][C:22]=1O.C(N(CC)CC)C, predict the reaction product. The product is: [F:16][C:17]1[CH:18]=[C:19]([CH2:24][C:25]([O:27][CH3:28])=[O:26])[CH:20]=[CH:21][C:22]=1[O:6][S:7]([C:10]([F:11])([F:12])[F:13])(=[O:8])=[O:9]. (2) The product is: [NH:9]1[CH2:10][CH2:11][CH:6]([C:4]([OH:5])=[O:3])[CH2:7][CH2:8]1. Given the reactants C([O:3][C:4]([C:6]1(S(C2C=CC(OCC#CCN3CCOCC3)=CC=2)(=O)=O)[CH2:11][CH2:10][N:9](CC2C=CC(Br)=CC=2)[CH2:8][CH2:7]1)=[O:5])C, predict the reaction product.